This data is from Full USPTO retrosynthesis dataset with 1.9M reactions from patents (1976-2016). The task is: Predict the reactants needed to synthesize the given product. (1) Given the product [C:1]1([CH2:11][CH2:12][O:13][S:20]([C:17]2[CH:18]=[CH:19][C:14]([CH3:34])=[CH:15][CH:16]=2)(=[O:22])=[O:21])[C:10]2[C:5](=[CH:6][CH:7]=[CH:8][CH:9]=2)[CH:4]=[CH:3][CH:2]=1, predict the reactants needed to synthesize it. The reactants are: [C:1]1([CH2:11][CH2:12][OH:13])[C:10]2[C:5](=[CH:6][CH:7]=[CH:8][CH:9]=2)[CH:4]=[CH:3][CH:2]=1.[C:14]1([CH3:34])[CH:19]=[CH:18][C:17]([S:20](O[S:20]([C:17]2[CH:18]=[CH:19][C:14]([CH3:34])=[CH:15][CH:16]=2)(=[O:22])=[O:21])(=[O:22])=[O:21])=[CH:16][CH:15]=1.C(N(CC)CC)C. (2) Given the product [CH3:21][CH:22]([CH3:34])[CH2:23][CH2:24][S:25][C:26]1[CH:33]=[CH:32][CH:31]=[CH:30][C:27]=1/[CH:28]=[CH:9]/[C:10]([OH:12])=[O:11], predict the reactants needed to synthesize it. The reactants are: C(OP([CH2:9][C:10]([OH:12])=[O:11])(OCC)=O)C.[Li+].CC([N-]C(C)C)C.[CH3:21][CH:22]([CH3:34])[CH2:23][CH2:24][S:25][C:26]1[CH:33]=[CH:32][CH:31]=[CH:30][C:27]=1[CH:28]=O. (3) Given the product [C:1]([O:5][C:6]([NH:8][C@H:9]1[CH2:10][C@@:11]([C:17]([OH:20])([CH3:19])[CH3:18])([C:14]([O:16][CH3:22])=[O:15])[CH:12]=[CH:13]1)=[O:7])([CH3:4])([CH3:2])[CH3:3], predict the reactants needed to synthesize it. The reactants are: [C:1]([O:5][C:6]([NH:8][C@H:9]1[CH2:13][CH2:12][C:11]([C:17]([OH:20])([CH3:19])[CH3:18])([C:14]([OH:16])=[O:15])[CH2:10]1)=[O:7])([CH3:4])([CH3:3])[CH3:2].F[C:22](F)(F)C1C=CN=C(N2CCNCC2)C=1.C(N(CC)CC)C.F[P-](F)(F)(F)(F)F.N1(O[P+](N(C)C)(N(C)C)N(C)C)C2C=CC=CC=2N=N1. (4) Given the product [Cl:24][CH2:10][C:9]1[C:4]([CH2:3][O:2][CH3:1])=[N:5][C:6]([C:12]2[CH:17]=[CH:16][C:15]([C:18]([F:21])([F:20])[F:19])=[CH:14][CH:13]=2)=[CH:7][CH:8]=1, predict the reactants needed to synthesize it. The reactants are: [CH3:1][O:2][CH2:3][C:4]1[C:9]([CH2:10]O)=[CH:8][CH:7]=[C:6]([C:12]2[CH:17]=[CH:16][C:15]([C:18]([F:21])([F:20])[F:19])=[CH:14][CH:13]=2)[N:5]=1.O=S(Cl)[Cl:24]. (5) The reactants are: Br[C:2]1[CH:7]=[CH:6][C:5]([CH2:8][C:9]([NH:11][C:12]2[CH:17]=[CH:16][C:15]([CH2:18][C:19]([CH3:26])([CH3:25])[C:20]([O:22][CH2:23][CH3:24])=[O:21])=[C:14]([C:27]([F:30])([F:29])[F:28])[CH:13]=2)=[O:10])=[C:4]([F:31])[CH:3]=1.CC([O-])=O.[K+].[CH3:37][C:38]1([CH3:54])[C:42]([CH3:44])([CH3:43])[O:41][B:40]([B:40]2[O:41][C:42]([CH3:44])([CH3:43])[C:38]([CH3:54])([CH3:37])[O:39]2)[O:39]1. Given the product [F:31][C:4]1[CH:3]=[C:2]([B:40]2[O:41][C:42]([CH3:44])([CH3:43])[C:38]([CH3:54])([CH3:37])[O:39]2)[CH:7]=[CH:6][C:5]=1[CH2:8][C:9]([NH:11][C:12]1[CH:17]=[CH:16][C:15]([CH2:18][C:19]([CH3:26])([CH3:25])[C:20]([O:22][CH2:23][CH3:24])=[O:21])=[C:14]([C:27]([F:30])([F:29])[F:28])[CH:13]=1)=[O:10], predict the reactants needed to synthesize it.